Predict the reaction yield, written as a fraction of the theoretical maximum amount of product (1.0 means a 100% yield; for example, 0.34 means a 34% yield). From a dataset of Reaction yield outcomes from USPTO patents with 853,638 reactions. The reactants are [F:1][C:2]1[C:7]([NH:8][CH2:9][C:10]2[CH:15]=[C:14]([C:16]3[CH:21]=[CH:20][CH:19]=[C:18]([F:22])[CH:17]=3)[CH:13]=[C:12]([CH3:23])[C:11]=2[F:24])=[C:6]([F:25])[CH:5]=[CH:4][C:3]=1[OH:26].C([O-])([O-])=O.[Cs+].[Cs+].Br[CH2:34][C:35]([O:37][CH2:38][CH3:39])=[O:36]. The catalyst is CC(=O)CC. The product is [F:1][C:2]1[C:7]([NH:8][CH2:9][C:10]2[CH:15]=[C:14]([C:16]3[CH:21]=[CH:20][CH:19]=[C:18]([F:22])[CH:17]=3)[CH:13]=[C:12]([CH3:23])[C:11]=2[F:24])=[C:6]([F:25])[CH:5]=[CH:4][C:3]=1[O:26][CH2:34][C:35]([O:37][CH2:38][CH3:39])=[O:36]. The yield is 0.810.